From a dataset of Forward reaction prediction with 1.9M reactions from USPTO patents (1976-2016). Predict the product of the given reaction. (1) Given the reactants [F:1][C:2]([C:5]1[N:6]=[C:7]([CH2:10][N:11]2[N:15]=[C:14]([NH2:16])[CH:13]=[N:12]2)[O:8][CH:9]=1)([F:4])[CH3:3].[CH3:17][N:18]([CH3:35])[C:19]1[CH:20]=[C:21]([C:26]2[O:30][C:29]([CH3:31])=[N:28][C:27]=2[C:32](O)=[O:33])[CH:22]=[CH:23][C:24]=1[F:25], predict the reaction product. The product is: [F:1][C:2]([C:5]1[N:6]=[C:7]([CH2:10][N:11]2[N:15]=[C:14]([NH:16][C:32]([C:27]3[N:28]=[C:29]([CH3:31])[O:30][C:26]=3[C:21]3[CH:22]=[CH:23][C:24]([F:25])=[C:19]([N:18]([CH3:35])[CH3:17])[CH:20]=3)=[O:33])[CH:13]=[N:12]2)[O:8][CH:9]=1)([F:4])[CH3:3]. (2) Given the reactants C1(P(C2C=CC=CC=2)C2C=CC=CC=2)C=CC=CC=1.N(C(OCC)=O)=NC(OCC)=O.[OH:32][C:33]1[CH:38]=[CH:37][CH:36]=[CH:35][N:34]=1.O[CH2:40][C:41]1[CH:46]=[CH:45][C:44]([C:47]([O:49][CH3:50])=[O:48])=[CH:43][CH:42]=1, predict the reaction product. The product is: [N:34]1[CH:35]=[CH:36][CH:37]=[CH:38][C:33]=1[O:32][CH2:40][C:41]1[CH:42]=[CH:43][C:44]([C:47]([O:49][CH3:50])=[O:48])=[CH:45][CH:46]=1. (3) Given the reactants [CH:1]1([CH2:4][O:5][C:6]2[CH:14]=[C:13]3[C:9]([CH:10]=[C:11]([CH2:15][OH:16])[NH:12]3)=[CH:8][CH:7]=2)[CH2:3][CH2:2]1, predict the reaction product. The product is: [CH:1]1([CH2:4][O:5][C:6]2[CH:14]=[C:13]3[C:9]([CH:10]=[C:11]([CH:15]=[O:16])[NH:12]3)=[CH:8][CH:7]=2)[CH2:2][CH2:3]1.